Dataset: Forward reaction prediction with 1.9M reactions from USPTO patents (1976-2016). Task: Predict the product of the given reaction. (1) The product is: [F:15][C:16]1[CH:17]=[C:18]([N:19]([CH2:2][C:3]2[C:12]3[C:7](=[C:8]([F:13])[CH:9]=[CH:10][CH:11]=3)[NH:6][C:5](=[O:14])[CH:4]=2)[C:30]([C:29]2[S:28][CH:27]=[N:26][C:25]=2[CH3:24])=[O:31])[CH:20]=[CH:21][C:22]=1[F:23]. Given the reactants Br[CH2:2][C:3]1[C:12]2[C:7](=[C:8]([F:13])[CH:9]=[CH:10][CH:11]=2)[NH:6][C:5](=[O:14])[CH:4]=1.[F:15][C:16]1[CH:17]=[C:18]([CH:20]=[CH:21][C:22]=1[F:23])[NH2:19].[CH3:24][C:25]1[N:26]=[CH:27][S:28][C:29]=1[C:30](O)=[O:31], predict the reaction product. (2) Given the reactants [CH3:1][O:2][C:3]([CH2:5][C:6]1[CH:7]=[C:8]([CH:10]=[CH:11][CH:12]=1)[NH2:9])=[O:4].Cl.Cl[CH2:15][CH2:16][NH:17][CH2:18][CH2:19]Cl, predict the reaction product. The product is: [CH3:1][O:2][C:3]([CH2:5][C:6]1[CH:7]=[C:8]([N:9]2[CH2:19][CH2:18][NH:17][CH2:16][CH2:15]2)[CH:10]=[CH:11][CH:12]=1)=[O:4]. (3) Given the reactants [CH2:1]([O:8][C:9]1[CH:14]=[CH:13][C:12]([CH2:15][CH2:16][CH2:17][CH2:18][OH:19])=[CH:11][CH:10]=1)[C:2]1[CH:7]=[CH:6][CH:5]=[CH:4][CH:3]=1.[CH2:20]([S:22](Cl)(=[O:24])=[O:23])C, predict the reaction product. The product is: [CH3:20][S:22]([O:19][CH2:18][CH2:17][CH2:16][CH2:15][C:12]1[CH:11]=[CH:10][C:9]([O:8][CH2:1][C:2]2[CH:3]=[CH:4][CH:5]=[CH:6][CH:7]=2)=[CH:14][CH:13]=1)(=[O:24])=[O:23]. (4) Given the reactants [C:1]1(B(O)O)[CH:6]=[CH:5][CH:4]=[CH:3][CH:2]=1.C(=O)([O-])[O-].[K+].[K+].[Cl:16][C:17]1[C:22]([CH3:23])=[C:21](Cl)[N:20]=[C:19]([CH3:25])[N:18]=1.[Cl-].[NH4+], predict the reaction product. The product is: [Cl:16][C:17]1[C:22]([CH3:23])=[C:21]([C:1]2[CH:6]=[CH:5][CH:4]=[CH:3][CH:2]=2)[N:20]=[C:19]([CH3:25])[N:18]=1. (5) Given the reactants [F:1][C:2]1[CH:14]=[CH:13][C:5]([CH2:6][N:7]2[CH2:11][CH2:10][CH2:9][C:8]2=O)=[CH:4][CH:3]=1.[NH2:15][C:16]1[CH:23]=[CH:22][C:21]([Br:24])=[CH:20][C:17]=1[C:18]#[N:19].[OH-].[Na+], predict the reaction product. The product is: [Br:24][C:21]1[CH:22]=[CH:23][C:16]([N:15]=[C:8]2[CH2:9][CH2:10][CH2:11][N:7]2[CH2:6][C:5]2[CH:13]=[CH:14][C:2]([F:1])=[CH:3][CH:4]=2)=[C:17]([CH:20]=1)[C:18]#[N:19].